From a dataset of Catalyst prediction with 721,799 reactions and 888 catalyst types from USPTO. Predict which catalyst facilitates the given reaction. (1) The catalyst class is: 24. Reactant: [C:1]([O:5][C:6]([C:8]1[S:9][C:10]([CH2:13][CH2:14][CH2:15][CH2:16][CH2:17][CH2:18][CH2:19][CH2:20][CH2:21][CH2:22][CH2:23][CH2:24][C:25]([O:27]C)=[O:26])=[CH:11][CH:12]=1)=[O:7])([CH3:4])([CH3:3])[CH3:2].[OH-].[Na+].OS([O-])(=O)=O.[Na+]. Product: [C:1]([O:5][C:6]([C:8]1[S:9][C:10]([CH2:13][CH2:14][CH2:15][CH2:16][CH2:17][CH2:18][CH2:19][CH2:20][CH2:21][CH2:22][CH2:23][CH2:24][C:25]([OH:27])=[O:26])=[CH:11][CH:12]=1)=[O:7])([CH3:4])([CH3:2])[CH3:3]. (2) Reactant: [CH3:1][O:2][C:3](=[O:17])[C:4](=O)[CH2:5][C:6]([C:8]1[CH:13]=[CH:12][C:11]([C:14]#[N:15])=[CH:10][N:9]=1)=O.[Cl:18][C:19]1[N:20]=[N:21][C:22]([NH:25][NH2:26])=[CH:23][CH:24]=1.C(O)(=O)C.Cl. Product: [CH3:1][O:2][C:3]([C:4]1[CH:5]=[C:6]([C:8]2[CH:13]=[CH:12][C:11]([C:14]#[N:15])=[CH:10][N:9]=2)[N:25]([C:22]2[N:21]=[N:20][C:19]([Cl:18])=[CH:24][CH:23]=2)[N:26]=1)=[O:17]. The catalyst class is: 5. (3) Reactant: [CH2:1]([N:8]1[C:12]2[CH:13]=[C:14]3[C:18](=[CH:19][C:11]=2[NH:10][C:9]1=[O:39])[N:17](C(C1C=CC=CC=1)(C1C=CC=CC=1)C1C=CC=CC=1)[N:16]=[CH:15]3)[C:2]1[CH:7]=[CH:6][CH:5]=[CH:4][CH:3]=1. Product: [CH2:1]([N:8]1[C:12]2[CH:13]=[C:14]3[C:18](=[CH:19][C:11]=2[NH:10][C:9]1=[O:39])[NH:17][N:16]=[CH:15]3)[C:2]1[CH:3]=[CH:4][CH:5]=[CH:6][CH:7]=1. The catalyst class is: 67. (4) Reactant: [Cl:1][C:2]1[CH:7]=[C:6]([N+:8]([O-])=O)[CH:5]=[CH:4][C:3]=1[N:11]1[CH2:15][CH2:14][CH:13]([N:16]([CH3:18])[CH3:17])[CH2:12]1. Product: [NH2:8][C:6]1[CH:5]=[CH:4][C:3]([N:11]2[CH2:15][CH2:14][CH:13]([N:16]([CH3:17])[CH3:18])[CH2:12]2)=[C:2]([Cl:1])[CH:7]=1. The catalyst class is: 183. (5) Reactant: [C:1]([SiH2:5][O:6][C:7]([CH3:27])([CH3:26])[C:8]12[O:15][C:12]([C:16]([CH3:24])([CH3:23])[O:17][SiH2:18][C:19]([CH3:22])([CH3:21])[CH3:20])([CH:13]=[CH:14]1)[CH2:11][C:10](=[O:25])[CH2:9]2)([CH3:4])([CH3:3])[CH3:2]. The catalyst class is: 19. Product: [C:1]([SiH2:5][O:6][C:7]([CH3:27])([CH3:26])[C:8]12[O:15][C:12]([C:16]([CH3:24])([CH3:23])[O:17][SiH2:18][C:19]([CH3:22])([CH3:21])[CH3:20])([CH2:13][CH2:14]1)[CH2:11][C:10](=[O:25])[CH2:9]2)([CH3:4])([CH3:3])[CH3:2].